From a dataset of Forward reaction prediction with 1.9M reactions from USPTO patents (1976-2016). Predict the product of the given reaction. (1) Given the reactants [NH2:1][C:2]1[CH:7]=[CH:6][CH:5]=[CH:4][N:3]=1.C(N(CC)CC)C.[F:15][C:16]([F:27])([F:26])[C:17](O[C:17](=[O:18])[C:16]([F:27])([F:26])[F:15])=[O:18].O, predict the reaction product. The product is: [F:15][C:16]([F:27])([F:26])[C:17]([N:1]=[C:2]1[CH:7]=[CH:6][CH:5]=[CH:4][NH:3]1)=[O:18]. (2) Given the reactants [Cl:1][C:2]1[C:7]([C:8](O)=[O:9])=[C:6]([Cl:11])[N:5]=[C:4]([S:12][CH3:13])[N:3]=1.C(Cl)(=O)C([Cl:17])=O, predict the reaction product. The product is: [Cl:1][C:2]1[C:7]([C:8]([Cl:17])=[O:9])=[C:6]([Cl:11])[N:5]=[C:4]([S:12][CH3:13])[N:3]=1. (3) Given the reactants [CH2:1]1[C:9]2[C:4](=[N:5][CH:6]=[C:7]3[CH2:12][CH2:11][C:10](=[CH:13][C:14]#[N:15])[C:8]3=2)[O:3][CH2:2]1.N.C(O)C, predict the reaction product. The product is: [CH2:1]1[C:9]2[C:4](=[N:5][CH:6]=[C:7]3[CH2:12][CH2:11][C:10](=[CH:13][CH2:14][NH2:15])[C:8]3=2)[O:3][CH2:2]1. (4) The product is: [CH2:1]([O:8][C:9]1[C:10](=[O:16])[N:11]([CH3:17])[CH:12]=[C:13]([Br:15])[CH:14]=1)[C:2]1[CH:7]=[CH:6][CH:5]=[CH:4][CH:3]=1. Given the reactants [CH2:1]([O:8][C:9]1[C:10](=[O:16])[NH:11][CH:12]=[C:13]([Br:15])[CH:14]=1)[C:2]1[CH:7]=[CH:6][CH:5]=[CH:4][CH:3]=1.[C:17]([O-])([O-])=O.[Cs+].[Cs+].IC, predict the reaction product.